Dataset: Reaction yield outcomes from USPTO patents with 853,638 reactions. Task: Predict the reaction yield, written as a fraction of the theoretical maximum amount of product (1.0 means a 100% yield; for example, 0.34 means a 34% yield). (1) The reactants are [Cl:1][C:2]1[C:7]([Cl:8])=[CH:6][CH:5]=[CH:4][C:3]=1[CH2:9][N:10]1[C:14]2[CH:15]=[C:16]([N:23]3[CH2:28][CH2:27][O:26][CH2:25][CH2:24]3)[CH:17]=[C:18]([C:19]([O:21]C)=[O:20])[C:13]=2[N:12]=[C:11]1[C:29]([F:32])([F:31])[F:30].[OH-].[Li+]. The catalyst is O1CCCC1. The product is [Cl:1][C:2]1[C:7]([Cl:8])=[CH:6][CH:5]=[CH:4][C:3]=1[CH2:9][N:10]1[C:14]2[CH:15]=[C:16]([N:23]3[CH2:24][CH2:25][O:26][CH2:27][CH2:28]3)[CH:17]=[C:18]([C:19]([OH:21])=[O:20])[C:13]=2[N:12]=[C:11]1[C:29]([F:30])([F:32])[F:31]. The yield is 0.0457. (2) The reactants are [CH3:1][O:2][C:3]1[CH:4]=[CH:5][C:6]2[N:7]([C:9]([C:12]([O:14]CC)=O)=[N:10][N:11]=2)[CH:8]=1.Cl.Cl.[F:19][C:20]([F:38])([F:37])[C:21]1[CH:22]=[C:23]([CH:31]2[CH2:36][CH2:35][NH:34][CH2:33][CH2:32]2)[CH:24]=[C:25]([C:27]([F:30])([F:29])[F:28])[CH:26]=1.F[P-](F)(F)(F)(F)F.N1(O[P+](N(C)C)(N(C)C)N(C)C)C2C=CC=CC=2N=N1.C(N(C(C)C)CC)(C)C. The catalyst is C1COCC1.O. The product is [F:38][C:20]([F:19])([F:37])[C:21]1[CH:22]=[C:23]([CH:31]2[CH2:36][CH2:35][N:34]([C:12]([C:9]3[N:7]4[CH:8]=[C:3]([O:2][CH3:1])[CH:4]=[CH:5][C:6]4=[N:11][N:10]=3)=[O:14])[CH2:33][CH2:32]2)[CH:24]=[C:25]([C:27]([F:29])([F:30])[F:28])[CH:26]=1. The yield is 0.560. (3) The reactants are [N:1]([CH2:4][CH:5]([C:10]1[CH:15]=[CH:14][C:13]([NH:16][C:17]([C:19]2[N:20]([CH2:26][O:27][CH2:28][CH2:29][Si:30]([CH3:33])([CH3:32])[CH3:31])[CH:21]=[C:22]([C:24]#[N:25])[N:23]=2)=[O:18])=[C:12]([C:34]2[CH2:39][CH2:38][CH2:37][CH2:36][CH:35]=2)[CH:11]=1)[CH2:6][N:7]=[N+]=[N-])=[N+]=[N-].O.CO.[NH4+].[Cl-]. The catalyst is C1COCC1.[Zn]. The product is [NH2:7][CH2:6][CH:5]([C:10]1[CH:15]=[CH:14][C:13]([NH:16][C:17]([C:19]2[N:20]([CH2:26][O:27][CH2:28][CH2:29][Si:30]([CH3:33])([CH3:31])[CH3:32])[CH:21]=[C:22]([C:24]#[N:25])[N:23]=2)=[O:18])=[C:12]([C:34]2[CH2:39][CH2:38][CH2:37][CH2:36][CH:35]=2)[CH:11]=1)[CH2:4][NH2:1]. The yield is 0.420. (4) The reactants are [CH3:1][O:2][N:3]=[C:4]1[C:12]2[C:7](=[CH:8][C:9]([C:13]3[CH:17]=[CH:16][O:15][C:14]=3[C:18](=[O:20])[CH3:19])=[CH:10][CH:11]=2)[CH2:6][CH2:5]1.CO[CH:23](OC)[N:24]([CH3:26])[CH3:25]. No catalyst specified. The product is [CH3:1][O:2][N:3]=[C:4]1[C:12]2[C:7](=[CH:8][C:9]([C:13]3[CH:17]=[CH:16][O:15][C:14]=3[C:18](=[O:20])/[CH:19]=[CH:23]/[N:24]([CH3:26])[CH3:25])=[CH:10][CH:11]=2)[CH2:6][CH2:5]1. The yield is 0.980. (5) The yield is 0.590. The product is [OH:19][CH2:18][CH2:17][N:16]([CH3:15])[CH2:2][C:3]([NH:5][C:6]1[CH:11]=[CH:10][C:9]([N+:12]([O-:14])=[O:13])=[CH:8][CH:7]=1)=[O:4]. The reactants are Cl[CH2:2][C:3]([NH:5][C:6]1[CH:11]=[CH:10][C:9]([N+:12]([O-:14])=[O:13])=[CH:8][CH:7]=1)=[O:4].[CH3:15][NH:16][CH2:17][CH2:18][OH:19].C(OCC)(=O)C. The catalyst is C(O)C.